Dataset: Full USPTO retrosynthesis dataset with 1.9M reactions from patents (1976-2016). Task: Predict the reactants needed to synthesize the given product. (1) Given the product [Br:18][C:19]([F:27])([F:26])[C:20]([F:25])([F:24])[C:21]([NH:23][C:2]1[C:7]([N+:8]([O-:10])=[O:9])=[CH:6][C:5]([C:11]([F:14])([F:13])[F:12])=[CH:4][C:3]=1[N+:15]([O-:17])=[O:16])=[O:22], predict the reactants needed to synthesize it. The reactants are: Cl[C:2]1[C:7]([N+:8]([O-:10])=[O:9])=[CH:6][C:5]([C:11]([F:14])([F:13])[F:12])=[CH:4][C:3]=1[N+:15]([O-:17])=[O:16].[Br:18][C:19]([F:27])([F:26])[C:20]([F:25])([F:24])[C:21]([NH2:23])=[O:22].C(=O)([O-])[O-].[K+].[K+].O. (2) Given the product [F:1][C:2]1[CH:3]=[C:4]([CH:9]2[C:11]3[CH:12]=[CH:13][C:14]4[C:19](=[N:18][CH:17]=[CH:16][CH:15]=4)[C:20]=3[NH:21][S:24](=[O:26])(=[O:25])[N:23]2[CH3:22])[CH:5]=[CH:6][C:7]=1[F:8], predict the reactants needed to synthesize it. The reactants are: [F:1][C:2]1[CH:3]=[C:4]([C:9]([C:11]2[C:20]([NH2:21])=[C:19]3[C:14]([CH:15]=[CH:16][CH:17]=[N:18]3)=[CH:13][CH:12]=2)=O)[CH:5]=[CH:6][C:7]=1[F:8].[CH3:22][NH:23][S:24](Cl)(=[O:26])=[O:25].[BH4-].[Na+]. (3) Given the product [F:8][C:7]1[C:2](=[NH:1])[N:3]([CH2:26][C:22]2[S:21][CH:25]=[CH:24][CH:23]=2)[C:4](=[O:20])[N:5]([S:9]([C:12]2[CH:13]=[CH:14][C:15]([O:18][CH3:19])=[CH:16][CH:17]=2)(=[O:10])=[O:11])[CH:6]=1, predict the reactants needed to synthesize it. The reactants are: [NH2:1][C:2]1[C:7]([F:8])=[CH:6][N:5]([S:9]([C:12]2[CH:17]=[CH:16][C:15]([O:18][CH3:19])=[CH:14][CH:13]=2)(=[O:11])=[O:10])[C:4](=[O:20])[N:3]=1.[S:21]1[CH:25]=[CH:24][CH:23]=[C:22]1[CH2:26]O.C1(P(C2C=CC=CC=2)C2C=CC=CC=2)C=CC=CC=1.CCOC(/N=N/C(OCC)=O)=O. (4) Given the product [NH2:1][C:2]1[C:9]([CH3:13])=[CH:8][C:5]([C:6]#[N:7])=[C:4]([O:11][CH3:12])[CH:3]=1, predict the reactants needed to synthesize it. The reactants are: [NH2:1][C:2]1[C:9](I)=[CH:8][C:5]([C:6]#[N:7])=[C:4]([O:11][CH3:12])[CH:3]=1.[CH3:13]B(O)O.[F-].[Cs+]. (5) Given the product [F:1][C:2]1[CH:7]=[CH:6][CH:5]=[CH:4][C:3]=1[N:8]1[C:12]([CH:13]2[CH2:17][CH2:16][CH2:15][O:14]2)=[C:11]([C:18]([OH:20])=[O:19])[N:10]=[N:9]1, predict the reactants needed to synthesize it. The reactants are: [F:1][C:2]1[CH:7]=[CH:6][CH:5]=[CH:4][C:3]=1[N:8]1[C:12]([CH:13]2[CH2:17][CH2:16][CH2:15][O:14]2)=[C:11]([C:18]([O:20]CC)=[O:19])[N:10]=[N:9]1.[OH-].[Na+]. (6) Given the product [Br:1][C:2]1[C:3](/[CH:13]=[CH:19]/[N:17]2[CH2:16][CH2:24][CH2:23][CH2:18]2)=[C:4]([N+:10]([O-:12])=[O:11])[C:5]([O:8][CH3:9])=[CH:6][CH:7]=1, predict the reactants needed to synthesize it. The reactants are: [Br:1][C:2]1[CH:7]=[CH:6][C:5]([O:8][CH3:9])=[C:4]([N+:10]([O-:12])=[O:11])[C:3]=1[CH3:13].CO[CH:16](OC)[N:17]([CH3:19])[CH3:18].N1CC[CH2:24][CH2:23]1. (7) Given the product [NH2:1][C@H:2]([C:7]([O-:9])=[O:8])[CH2:3][C:4]([O-:6])=[O:5].[Na+:10].[Na+:10].[C:18]1(=[O:20])[NH:16][C:15](=[O:17])[CH2:14][CH2:13]1, predict the reactants needed to synthesize it. The reactants are: [NH2:1][C@H:2]([C:7]([O-:9])=[O:8])[CH2:3][C:4]([O-:6])=[O:5].[Na+:10].[Na+].N[C@H:13]([C:18]([OH:20])=O)[CH2:14][C:15](=[O:17])[NH2:16].C1(=O)NC(=O)CC1.